This data is from Forward reaction prediction with 1.9M reactions from USPTO patents (1976-2016). The task is: Predict the product of the given reaction. Given the reactants [Cl:1][C:2]1[CH:3]=[C:4]2[C:8](=[CH:9][CH:10]=1)[N:7]([C:11]1[N:15]([CH3:16])[N:14]=[C:13]([CH3:17])[C:12]=1[CH2:18]O)[CH:6]=[CH:5]2.CS(Cl)(=O)=[O:22].C([N:27]([CH2:30][CH3:31])[CH2:28][CH3:29])C.[OH2:32].O1[CH2:37][CH2:36][CH2:35][CH2:34]1, predict the reaction product. The product is: [Cl:1][C:2]1[CH:3]=[C:4]2[C:8](=[CH:9][CH:10]=1)[N:7]([C:11]1[N:15]([CH3:16])[N:14]=[C:13]([CH3:17])[C:12]=1[CH2:18][N:27]1[C:28](=[O:32])[C:29]3[C:31](=[CH:34][CH:35]=[CH:36][CH:37]=3)[C:30]1=[O:22])[CH:6]=[CH:5]2.